Dataset: Forward reaction prediction with 1.9M reactions from USPTO patents (1976-2016). Task: Predict the product of the given reaction. (1) Given the reactants [F:1][C:2]1[CH:7]=[C:6](B2OC(C)(C)C(C)(C)O2)[CH:5]=[CH:4][C:3]=1[C@H:17]([NH:19][C:20]([C:22]1([NH:25][C:26](=[O:31])[C:27]([F:30])([F:29])[F:28])[CH2:24][CH2:23]1)=[O:21])[CH3:18].Br[C:33]1[CH:39]=[CH:38][CH:37]=[C:36]([F:40])[C:34]=1[NH2:35].C(=O)([O-])[O-].[Cs+].[Cs+].C(P(C(C)(C)C)C(C)(C)C)(C)(C)C, predict the reaction product. The product is: [NH2:35][C:34]1[C:36]([F:40])=[CH:37][CH:38]=[CH:39][C:33]=1[C:6]1[CH:5]=[CH:4][C:3]([C@H:17]([NH:19][C:20]([C:22]2([NH:25][C:26](=[O:31])[C:27]([F:30])([F:29])[F:28])[CH2:24][CH2:23]2)=[O:21])[CH3:18])=[C:2]([F:1])[CH:7]=1. (2) Given the reactants Cl[C:2]1[C:7]([C:8]2[CH:9]=[CH:10][C:11]3[N:12]([CH:14]=[C:15]([NH:17][C:18](=[O:20])[CH3:19])[N:16]=3)[CH:13]=2)=[CH:6][CH:5]=[CH:4][N:3]=1.[CH3:21][C:22]1[CH:27]=[CH:26][CH:25]=[C:24]([Sn](CCCC)(CCCC)CCCC)[N:23]=1, predict the reaction product. The product is: [CH3:21][C:22]1[N:23]=[C:24]([C:2]2[C:7]([C:8]3[CH:9]=[CH:10][C:11]4[N:12]([CH:14]=[C:15]([NH:17][C:18](=[O:20])[CH3:19])[N:16]=4)[CH:13]=3)=[CH:6][CH:5]=[CH:4][N:3]=2)[CH:25]=[CH:26][CH:27]=1.